From a dataset of Catalyst prediction with 721,799 reactions and 888 catalyst types from USPTO. Predict which catalyst facilitates the given reaction. (1) Reactant: [Cl:1][C:2]1[CH:7]=[CH:6][CH:5]=[C:4]([F:8])[C:3]=1[C:9]1[CH:10]=[C:11]2[C:15](=[CH:16][CH:17]=1)[N:14]([S:18]([C:21]1[CH:27]=[CH:26][C:24]([CH3:25])=[CH:23][CH:22]=1)(=[O:20])=[O:19])[CH:13]=[C:12]2[C:28]1[CH:33]=[N:32][CH:31]=[C:30](Cl)[N:29]=1.[NH:35]1[CH2:40][CH2:39][CH:38]([NH:41][C:42](=[O:48])[O:43][C:44]([CH3:47])([CH3:46])[CH3:45])[CH2:37][CH2:36]1. Product: [Cl:1][C:2]1[CH:7]=[CH:6][CH:5]=[C:4]([F:8])[C:3]=1[C:9]1[CH:10]=[C:11]2[C:15](=[CH:16][CH:17]=1)[N:14]([S:18]([C:21]1[CH:22]=[CH:23][C:24]([CH3:25])=[CH:26][CH:27]=1)(=[O:19])=[O:20])[CH:13]=[C:12]2[C:28]1[N:29]=[C:30]([N:35]2[CH2:36][CH2:37][CH:38]([NH:41][C:42](=[O:48])[O:43][C:44]([CH3:46])([CH3:45])[CH3:47])[CH2:39][CH2:40]2)[CH:31]=[N:32][CH:33]=1. The catalyst class is: 16. (2) Reactant: [NH:1]1[CH2:6][CH2:5][CH:4]([NH:7][C:8](=[O:14])[O:9][C:10]([CH3:13])([CH3:12])[CH3:11])[CH2:3][CH2:2]1.Br[CH2:16][CH2:17][OH:18].C(N(CC)CC)C.ClCCl.CO. Product: [OH:18][CH2:17][CH2:16][N:1]1[CH2:2][CH2:3][CH:4]([NH:7][C:8](=[O:14])[O:9][C:10]([CH3:11])([CH3:13])[CH3:12])[CH2:5][CH2:6]1. The catalyst class is: 10. (3) Product: [ClH:16].[CH3:3][NH+:2]([CH2:4][CH2:5][CH2:6][CH2:7][CH2:8][CH2:9][CH2:10][CH2:11][CH2:12][CH2:13][CH2:14][CH3:15])[CH3:1]. The catalyst class is: 6. Reactant: [CH3:1][N:2]([CH2:4][CH2:5][CH2:6][CH2:7][CH2:8][CH2:9][CH2:10][CH2:11][CH2:12][CH2:13][CH2:14][CH3:15])[CH3:3].[ClH:16]. (4) Reactant: F[C:2]1[CH:20]=[CH:19][C:5]([C:6]([NH:8][C:9]2[N:10]=[C:11]3[CH:16]=[CH:15][C:14]([I:17])=[CH:13][N:12]3[CH:18]=2)=[O:7])=[CH:4][N:3]=1.[N:21]1([C:27]([O:29][C:30]([CH3:33])([CH3:32])[CH3:31])=[O:28])[CH2:26][CH2:25][NH:24][CH2:23][CH2:22]1. Product: [I:17][C:14]1[CH:15]=[CH:16][C:11]2[N:12]([CH:18]=[C:9]([NH:8][C:6]([C:5]3[CH:19]=[CH:20][C:2]([N:24]4[CH2:23][CH2:22][N:21]([C:27]([O:29][C:30]([CH3:33])([CH3:32])[CH3:31])=[O:28])[CH2:26][CH2:25]4)=[N:3][CH:4]=3)=[O:7])[N:10]=2)[CH:13]=1. The catalyst class is: 10.